Task: Predict which catalyst facilitates the given reaction.. Dataset: Catalyst prediction with 721,799 reactions and 888 catalyst types from USPTO Reactant: C(Cl)CCl.C1C=CC2N(O)N=NC=2C=1.[CH3:15][O:16][C:17]([C:19]([CH3:42])([CH3:41])[CH2:20][C:21]1[CH:26]=[C:25]([CH3:27])[C:24]([C:28]2[NH:29][C:30]3[CH:36]=[C:35]([C:37](O)=[O:38])[CH:34]=[CH:33][C:31]=3[N:32]=2)=[C:23]([CH3:40])[CH:22]=1)=[O:18].[CH3:43][C:44]1[CH:53]=[CH:52][CH:51]=[CH:50][C:45]=1[C:46]([NH:48][NH2:49])=O.CC[N+](S(N=C(OC)[O-])(=O)=O)(CC)CC. Product: [CH3:15][O:16][C:17](=[O:18])[C:19]([CH3:41])([CH3:42])[CH2:20][C:21]1[CH:22]=[C:23]([CH3:40])[C:24]([C:28]2[NH:29][C:30]3[CH:36]=[C:35]([C:37]4[O:38][C:46]([C:45]5[CH:50]=[CH:51][CH:52]=[CH:53][C:44]=5[CH3:43])=[N:48][N:49]=4)[CH:34]=[CH:33][C:31]=3[N:32]=2)=[C:25]([CH3:27])[CH:26]=1. The catalyst class is: 31.